This data is from Catalyst prediction with 721,799 reactions and 888 catalyst types from USPTO. The task is: Predict which catalyst facilitates the given reaction. (1) Reactant: [CH3:1][C:2](=[CH2:13])[CH:3]([C:7]1[CH:12]=[CH:11][CH:10]=[CH:9][CH:8]=1)[CH2:4][CH:5]=O.Cl.[NH2:15]O. Product: [CH3:1][C:2](=[CH2:13])[CH:3]([C:7]1[CH:12]=[CH:11][CH:10]=[CH:9][CH:8]=1)[CH2:4][C:5]#[N:15]. The catalyst class is: 8. (2) Reactant: [CH2:1]([N:3]1[C:12]2[C:7](=[CH:8][N:9]=[C:10]([NH:13][CH2:14][CH3:15])[CH:11]=2)[CH:6]=[C:5]([C:16]2[CH:17]=[C:18]([CH:22]=[C:23]([O:25][CH3:26])[CH:24]=2)[C:19]([OH:21])=O)[C:4]1=[O:27])[CH3:2].CN([C:31]([O:35][N:36]1N=NC2C=CC=NC1=2)=[N+](C)C)C.F[P-](F)(F)(F)(F)F.Cl.O(N)C.CCN(C(C)C)C(C)C. Product: [CH2:1]([N:3]1[C:12]2[C:7](=[CH:8][N:9]=[C:10]([NH:13][CH2:14][CH3:15])[CH:11]=2)[CH:6]=[C:5]([C:16]2[CH:17]=[C:18]([CH:22]=[C:23]([O:25][CH3:26])[CH:24]=2)[C:19]([NH:36][O:35][CH3:31])=[O:21])[C:4]1=[O:27])[CH3:2]. The catalyst class is: 3. (3) Reactant: C([O:3][C:4]([C@@:6]12[CH2:24][C@H:23]1[CH:22]=[CH:21][CH2:20][CH2:19][CH2:18][CH2:17][CH2:16][C@H:15]([NH:25][C:26]([O:28][C:29]([CH3:32])([CH3:31])[CH3:30])=[O:27])[C:14](=[O:33])[N:13]1[C@@H:9]([CH2:10][C@@H:11]([O:34][C:35]3[C:44]4[C:39](=[CH:40][C:41]([O:45][CH3:46])=[CH:42][CH:43]=4)[N:38]=[C:37]([C:47]4[CH:52]=[CH:51][CH:50]=[CH:49][CH:48]=4)[CH:36]=3)[CH2:12]1)[C:8](=[O:53])[NH:7]2)=[O:5])C.[Li+].[OH-]. Product: [C:29]([O:28][C:26]([NH:25][C@@H:15]1[C:14](=[O:33])[N:13]2[C@@H:9]([CH2:10][C@@H:11]([O:34][C:35]3[C:44]4[C:39](=[CH:40][C:41]([O:45][CH3:46])=[CH:42][CH:43]=4)[N:38]=[C:37]([C:47]4[CH:52]=[CH:51][CH:50]=[CH:49][CH:48]=4)[CH:36]=3)[CH2:12]2)[C:8](=[O:53])[NH:7][C@@:6]2([C:4]([OH:5])=[O:3])[C@@H:23]([CH2:24]2)[CH:22]=[CH:21][CH2:20][CH2:19][CH2:18][CH2:17][CH2:16]1)=[O:27])([CH3:32])([CH3:30])[CH3:31]. The catalyst class is: 278. (4) Reactant: [Sn](O)(C)(C)C.C[O:7][C:8]([C:10]1[N:11]=[C:12]([CH:15]([OH:40])[CH2:16][CH:17]([N:21]([CH3:39])[C:22](=[O:38])[CH:23]([NH:28][C:29]([CH:31]2[CH2:36][CH2:35][CH2:34][CH2:33][N:32]2[CH3:37])=[O:30])[CH:24]([CH3:27])[CH2:25][CH3:26])[CH:18]([CH3:20])[CH3:19])[S:13][CH:14]=1)=[O:9]. Product: [OH:40][CH:15]([C:12]1[S:13][CH:14]=[C:10]([C:8]([OH:9])=[O:7])[N:11]=1)[CH2:16][CH:17]([N:21]([CH3:39])[C:22](=[O:38])[CH:23]([NH:28][C:29]([CH:31]1[CH2:36][CH2:35][CH2:34][CH2:33][N:32]1[CH3:37])=[O:30])[CH:24]([CH3:27])[CH2:25][CH3:26])[CH:18]([CH3:20])[CH3:19]. The catalyst class is: 68. (5) Reactant: CC1C=CC(S(O[CH2:12][C@@H:13]2[O:18][C:17]3[CH:19]=[C:20]([S:24]([CH3:27])(=[O:26])=[O:25])[CH:21]=[C:22]([Cl:23])[C:16]=3[O:15][CH2:14]2)(=O)=O)=CC=1.[CH3:28][NH:29][CH3:30]. Product: [Cl:23][C:22]1[C:16]2[O:15][CH2:14][C@H:13]([CH2:12][N:29]([CH3:30])[CH3:28])[O:18][C:17]=2[CH:19]=[C:20]([S:24]([CH3:27])(=[O:26])=[O:25])[CH:21]=1. The catalyst class is: 10. (6) Product: [OH:43][C@@H:38]1[C:39]2[C:35](=[C:34]([C:32]3[N:31]=[C:6]([C:5]4[CH:9]=[CH:10][C:11]([O:12][CH:13]([CH3:15])[CH3:14])=[C:3]([CH:4]=4)[C:1]#[N:2])[O:8][N:33]=3)[CH:42]=[CH:41][CH:40]=2)[CH2:36][CH2:37]1. Reactant: [C:1]([C:3]1[CH:4]=[C:5]([CH:9]=[CH:10][C:11]=1[O:12][CH:13]([CH3:15])[CH3:14])[C:6]([OH:8])=O)#[N:2].C1C=CC2N(O)N=NC=2C=1.C(Cl)CCl.O[NH:31][C:32]([C:34]1[C:35]2[CH2:36][CH2:37][C@H:38]([OH:43])[C:39]=2[CH:40]=[CH:41][CH:42]=1)=[NH:33]. The catalyst class is: 18. (7) Reactant: [N+:1]([C:4]1[C:9]([OH:10])=[CH:8][CH:7]=[CH:6][C:5]=1[OH:11])([O-])=O.C([O-])=O.[NH4+]. Product: [NH2:1][C:4]1[C:9]([OH:10])=[CH:8][CH:7]=[CH:6][C:5]=1[OH:11]. The catalyst class is: 178. (8) Reactant: [CH3:1][O:2][C:3]1[CH:4]=[C:5]([CH2:12][P:13](=[O:20])([O:17][CH2:18][CH3:19])[O:14][CH2:15][CH3:16])[CH:6]=[N:7][C:8]=1[N+:9]([O-])=O. Product: [NH2:9][C:8]1[N:7]=[CH:6][C:5]([CH2:12][P:13](=[O:20])([O:14][CH2:15][CH3:16])[O:17][CH2:18][CH3:19])=[CH:4][C:3]=1[O:2][CH3:1]. The catalyst class is: 19. (9) Reactant: [O:1]1[C:5]2[CH:6]=[CH:7][C:8]([C:10]3([C:13]([NH:15][C:16]4[CH:17]=[C:18]5[C:22](=[CH:23][CH:24]=4)[NH:21][C:20]([C:25]([CH3:28])([CH3:27])[CH3:26])=[CH:19]5)=[O:14])[CH2:12][CH2:11]3)=[CH:9][C:4]=2[O:3][CH2:2]1.[N:29]([O-])=O.[Na+]. Product: [NH2:29][C:19]1[C:18]2[C:22](=[CH:23][CH:24]=[C:16]([NH:15][C:13]([C:10]3([C:8]4[CH:7]=[CH:6][C:5]5[O:1][CH2:2][O:3][C:4]=5[CH:9]=4)[CH2:12][CH2:11]3)=[O:14])[CH:17]=2)[NH:21][C:20]=1[C:25]([CH3:28])([CH3:27])[CH3:26]. The catalyst class is: 313.